From a dataset of Catalyst prediction with 721,799 reactions and 888 catalyst types from USPTO. Predict which catalyst facilitates the given reaction. Product: [C:4]([O:8][C:9]([N:11]1[CH2:16][CH2:15][CH:14]([CH2:17][CH2:18][CH:19]([OH:20])[CH3:1])[CH2:13][CH2:12]1)=[O:10])([CH3:7])([CH3:6])[CH3:5]. The catalyst class is: 1. Reactant: [CH3:1][Mg]Cl.[C:4]([O:8][C:9]([N:11]1[CH2:16][CH2:15][CH:14]([CH2:17][CH2:18][CH:19]=[O:20])[CH2:13][CH2:12]1)=[O:10])([CH3:7])([CH3:6])[CH3:5].